This data is from Full USPTO retrosynthesis dataset with 1.9M reactions from patents (1976-2016). The task is: Predict the reactants needed to synthesize the given product. (1) The reactants are: C(O[C:6](=O)[NH:7][C:8]1[CH:13]=[C:12]([F:14])[C:11]([F:15])=[CH:10][C:9]=1[NH2:16])(C)(C)C.[CH:18]1(C=O)[CH2:23][CH2:22][CH2:21][CH2:20][CH2:19]1.[Cl:26][C:27]1[CH:37]=[CH:36][CH:35]=[CH:34][C:28]=1[O:29][CH2:30][C:31](O)=O.[CH:38]1([N+:44]#[C-:45])[CH2:43][CH2:42][CH2:41][CH2:40][CH2:39]1.Cl.C[OH:48]. Given the product [Cl:26][C:27]1[CH:37]=[CH:36][CH:35]=[CH:34][C:28]=1[O:29][CH2:30][C:31]1[N:7]([CH:6]([CH:18]2[CH2:19][CH2:20][CH2:21][CH2:22][CH2:23]2)[C:45]([NH:44][CH:38]2[CH2:43][CH2:42][CH2:41][CH2:40][CH2:39]2)=[O:48])[C:8]2[CH:13]=[C:12]([F:14])[C:11]([F:15])=[CH:10][C:9]=2[N:16]=1, predict the reactants needed to synthesize it. (2) Given the product [F:1][C:2]1[CH:7]=[CH:6][C:5]([NH:8][C:15](=[O:17])[CH3:16])=[CH:4][CH:3]=1, predict the reactants needed to synthesize it. The reactants are: [F:1][C:2]1[CH:7]=[CH:6][C:5]([NH2:8])=[CH:4][CH:3]=1.N1C=CC=CC=1.[C:15](Cl)(=[O:17])[CH3:16]. (3) Given the product [OH:17][C@@H:14]1[CH2:15][CH2:16][N:12]([C:2]([O:4][CH2:5][C:6]2[CH:11]=[CH:10][CH:9]=[CH:8][CH:7]=2)=[O:3])[CH2:13]1, predict the reactants needed to synthesize it. The reactants are: Cl[C:2]([O:4][CH2:5][C:6]1[CH:11]=[CH:10][CH:9]=[CH:8][CH:7]=1)=[O:3].[NH:12]1[CH2:16][CH2:15][C@@H:14]([OH:17])[CH2:13]1.C(N(CC)CC)C. (4) Given the product [F:26][C:23]1[CH:22]=[CH:21][C:20]([CH2:19][N:15]2[C:16](=[O:18])[C:17]3[C:9]([OH:8])=[C:10]4[C:31](=[O:32])[N:30]([CH3:33])[CH2:29][CH2:28][N:11]4[C:12]=3[C:13]([N:38]3[CH2:39][CH2:40][N:35]([CH3:34])[C:36](=[O:41])[CH2:37]3)=[N:14]2)=[CH:25][CH:24]=1, predict the reactants needed to synthesize it. The reactants are: C([O:8][C:9]1[C:17]2[C:16](=[O:18])[N:15]([CH2:19][C:20]3[CH:25]=[CH:24][C:23]([F:26])=[CH:22][CH:21]=3)[N:14]=[C:13](Br)[C:12]=2[N:11]2[CH2:28][CH2:29][N:30]([CH3:33])[C:31](=[O:32])[C:10]=12)C1C=CC=CC=1.[CH3:34][N:35]1[CH2:40][CH2:39][NH:38][CH2:37][C:36]1=[O:41]. (5) Given the product [Br:8][C:9]1[C:10]([NH:28][CH2:29][CH:30]2[CH2:34][CH2:33][CH2:32][O:31]2)=[N:11][C:12]([NH:15][C:16]2[CH:21]=[CH:20][C:19]([N:22]3[CH2:27][CH2:26][N:25]([C:44](=[O:50])[CH2:45][CH2:46][C:47]([OH:49])=[O:48])[CH2:24][CH2:23]3)=[CH:18][CH:17]=2)=[N:13][CH:14]=1, predict the reactants needed to synthesize it. The reactants are: OC(C(F)(F)F)=O.[Br:8][C:9]1[C:10]([NH:28][CH2:29][CH:30]2[CH2:34][CH2:33][CH2:32][O:31]2)=[N:11][C:12]([NH:15][C:16]2[CH:21]=[CH:20][C:19]([N:22]3[CH2:27][CH2:26][NH:25][CH2:24][CH2:23]3)=[CH:18][CH:17]=2)=[N:13][CH:14]=1.CCN(C(C)C)C(C)C.[C:44]1(=[O:50])[O:49][C:47](=[O:48])[CH2:46][CH2:45]1. (6) Given the product [Br:1][C:2]1[CH:7]=[CH:6][C:5]([C:8]2([C:14]3[S:16][CH:18]=[C:19]([C:20]([O:22][CH2:23][CH3:24])=[O:21])[N:15]=3)[CH2:9][CH2:10][O:11][CH2:12][CH2:13]2)=[CH:4][CH:3]=1, predict the reactants needed to synthesize it. The reactants are: [Br:1][C:2]1[CH:7]=[CH:6][C:5]([C:8]2([C:14](=[S:16])[NH2:15])[CH2:13][CH2:12][O:11][CH2:10][CH2:9]2)=[CH:4][CH:3]=1.Br[CH2:18][C:19](=O)[C:20]([O:22][CH2:23][CH3:24])=[O:21].